This data is from Forward reaction prediction with 1.9M reactions from USPTO patents (1976-2016). The task is: Predict the product of the given reaction. (1) Given the reactants [C:1]([N:20]1[CH:24]=[C:23]([C:25]#[N:26])[N:22]=[CH:21]1)([C:14]1[CH:19]=[CH:18][CH:17]=[CH:16][CH:15]=1)([C:8]1[CH:13]=[CH:12][CH:11]=[CH:10][CH:9]=1)[C:2]1[CH:7]=[CH:6][CH:5]=[CH:4][CH:3]=1.C(O)C.C(N(CC)CC)C.Cl.[NH2:38][OH:39], predict the reaction product. The product is: [OH:39]/[N:38]=[C:25](/[C:23]1[N:22]=[CH:21][N:20]([C:1]([C:2]2[CH:7]=[CH:6][CH:5]=[CH:4][CH:3]=2)([C:8]2[CH:9]=[CH:10][CH:11]=[CH:12][CH:13]=2)[C:14]2[CH:19]=[CH:18][CH:17]=[CH:16][CH:15]=2)[CH:24]=1)\[NH2:26]. (2) Given the reactants [C:1]([C:5]1[N:10]=[C:9]([N:11]2[CH2:16][CH2:15][N:14]([CH2:17][C@@H:18]([CH3:21])[CH2:19][OH:20])[CH2:13][CH2:12]2)[CH:8]=[C:7]([CH:22]2[CH2:25][CH2:24][CH2:23]2)[N:6]=1)([CH3:4])([CH3:3])[CH3:2].[H-].[Na+].[Cl:28][C:29]1[N:34]=[CH:33][CH:32]=[CH:31][N:30]=1.Cl, predict the reaction product. The product is: [ClH:28].[C:1]([C:5]1[N:6]=[C:7]([CH:22]2[CH2:25][CH2:24][CH2:23]2)[CH:8]=[C:9]([N:11]2[CH2:12][CH2:13][N:14]([CH2:17][C@@H:18]([CH3:21])[CH2:19][O:20][C:29]3[N:34]=[CH:33][CH:32]=[CH:31][N:30]=3)[CH2:15][CH2:16]2)[N:10]=1)([CH3:2])([CH3:3])[CH3:4]. (3) Given the reactants [Cl:1][C:2]1[CH:3]=[N:4][C:5]2[N:6]([N:8]=[C:9]([C:11]([OH:13])=O)[CH:10]=2)[CH:7]=1.[CH3:14][NH:15][C:16]([C:18]1[N:22]2[CH2:23][CH2:24][NH:25][CH2:26][C:21]2=[CH:20][CH:19]=1)=[O:17], predict the reaction product. The product is: [CH3:14][NH:15][C:16]([C:18]1[N:22]2[CH2:23][CH2:24][N:25]([C:11]([C:9]3[CH:10]=[C:5]4[N:4]=[CH:3][C:2]([Cl:1])=[CH:7][N:6]4[N:8]=3)=[O:13])[CH2:26][C:21]2=[CH:20][CH:19]=1)=[O:17].